Predict the product of the given reaction. From a dataset of Forward reaction prediction with 1.9M reactions from USPTO patents (1976-2016). (1) Given the reactants Br[C:2]1[CH:7]=[CH:6][CH:5]=[C:4]([F:8])[C:3]=1[NH:9][C:10](=[O:15])[C:11]([CH3:14])([CH3:13])[CH3:12].C([Li])CCC.CN(C)[CH:23]=[O:24], predict the reaction product. The product is: [F:8][C:4]1[CH:5]=[CH:6][CH:7]=[C:2]([CH:23]=[O:24])[C:3]=1[NH:9][C:10](=[O:15])[C:11]([CH3:14])([CH3:13])[CH3:12]. (2) Given the reactants [C:1]([O:5][C:6]([NH:8][C@@H:9]1[C@@H:14]2[O:15][C@@H:11]([CH2:12][CH2:13]2)[C@@H:10]1[C:16]([OH:18])=O)=[O:7])([CH3:4])([CH3:3])[CH3:2].[N:19]1C=CC=CC=1.O(C(OC(C)(C)C)=O)C(OC(C)(C)C)=O, predict the reaction product. The product is: [C:16]([C@H:10]1[C@H:11]2[O:15][C@H:14]([CH2:13][CH2:12]2)[C@H:9]1[NH:8][C:6](=[O:7])[O:5][C:1]([CH3:4])([CH3:3])[CH3:2])(=[O:18])[NH2:19]. (3) Given the reactants FC(F)(F)C(O)=O.[NH2:8][C:9]1[CH:10]=[CH:11][C:12]2[N:17]([C:18]3[CH:23]=[CH:22][C:21]([Cl:24])=[CH:20][CH:19]=3)[C:16](=[O:25])[C:15]([CH2:28][CH3:29])([CH2:26][CH3:27])[O:14][C:13]=2[N:30]=1.[C:31]([O:35][C:36]([NH:38][C@H:39]([C:41](O)=[O:42])[CH3:40])=[O:37])([CH3:34])([CH3:33])[CH3:32], predict the reaction product. The product is: [C:31]([O:35][C:36](=[O:37])[NH:38][C@H:39]([C:41](=[O:42])[NH:8][C:9]1[CH:10]=[CH:11][C:12]2[N:17]([C:18]3[CH:23]=[CH:22][C:21]([Cl:24])=[CH:20][CH:19]=3)[C:16](=[O:25])[C:15]([CH2:28][CH3:29])([CH2:26][CH3:27])[O:14][C:13]=2[N:30]=1)[CH3:40])([CH3:32])([CH3:33])[CH3:34]. (4) Given the reactants [C:1]([C:5]1[CH:9]=[C:8]([NH:10][C:11](=[O:36])[NH:12][C:13]2[C:22]3[C:17](=[CH:18][CH:19]=[CH:20][CH:21]=3)[C:16]([O:23][CH2:24][C:25]3[CH:30]=[CH:29][N:28]=[C:27]([NH:31][C:32](=[O:35])[CH2:33]Cl)[CH:26]=3)=[CH:15][CH:14]=2)[N:7]([C:37]2[CH:42]=[CH:41][C:40]([CH3:43])=[CH:39][CH:38]=2)[N:6]=1)([CH3:4])([CH3:3])[CH3:2].CCN(C(C)C)C(C)C.[CH3:53][O:54][CH2:55][CH2:56][NH2:57], predict the reaction product. The product is: [C:1]([C:5]1[CH:9]=[C:8]([NH:10][C:11](=[O:36])[NH:12][C:13]2[C:22]3[C:17](=[CH:18][CH:19]=[CH:20][CH:21]=3)[C:16]([O:23][CH2:24][C:25]3[CH:30]=[CH:29][N:28]=[C:27]([NH:31][C:32](=[O:35])[CH2:33][NH:57][CH2:56][CH2:55][O:54][CH3:53])[CH:26]=3)=[CH:15][CH:14]=2)[N:7]([C:37]2[CH:42]=[CH:41][C:40]([CH3:43])=[CH:39][CH:38]=2)[N:6]=1)([CH3:4])([CH3:3])[CH3:2]. (5) Given the reactants C(N(CC)CC)C.[C:16](O[C:16]([O:18][C:19]([CH3:22])([CH3:21])[CH3:20])=[O:17])([O:18][C:19]([CH3:22])([CH3:21])[CH3:20])=[O:17].Cl.[OH:24][C@H:25]1[CH2:29][NH:28][C@@H:27]([C:30]([O:32][CH2:33][CH3:34])=[O:31])[CH2:26]1, predict the reaction product. The product is: [OH:24][C@H:25]1[CH2:29][N:28]([C:16]([O:18][C:19]([CH3:20])([CH3:21])[CH3:22])=[O:17])[C@@H:27]([C:30]([O:32][CH2:33][CH3:34])=[O:31])[CH2:26]1. (6) Given the reactants [OH:1][C:2]1[CH:3]=[N:4][CH:5]=[CH:6][CH:7]=1.[H-].[Na+].Br[CH2:11][C:12]1[CH:17]=[C:16]([N+:18]([O-:20])=[O:19])[CH:15]=[CH:14][C:13]=1[Cl:21], predict the reaction product. The product is: [Cl:21][C:13]1[CH:14]=[CH:15][C:16]([N+:18]([O-:20])=[O:19])=[CH:17][C:12]=1[CH2:11][O:1][C:2]1[CH:3]=[N:4][CH:5]=[CH:6][CH:7]=1. (7) Given the reactants [Cl:1][C:2]1[N:3]=[CH:4][NH:5][C:6]=1[Cl:7].[H-].[Na+].[Cl:10][C:11]1[CH:12]=[CH:13][C:14](F)=[C:15]([C:17]([C:19]2[CH:24]=[CH:23][CH:22]=[C:21]([O:25][CH3:26])[C:20]=2[O:27][CH3:28])=[O:18])[CH:16]=1.C(OCC)(=O)C, predict the reaction product. The product is: [Cl:10][C:11]1[CH:12]=[CH:13][C:14]([N:3]2[C:2]([Cl:1])=[C:6]([Cl:7])[N:5]=[CH:4]2)=[C:15]([C:17]([C:19]2[CH:24]=[CH:23][CH:22]=[C:21]([O:25][CH3:26])[C:20]=2[O:27][CH3:28])=[O:18])[CH:16]=1. (8) Given the reactants [CH3:1][O:2][C:3]1[CH:8]=[C:7]([CH3:9])[C:6]([S:10](Cl)(=[O:12])=[O:11])=[C:5]([CH3:14])[CH:4]=1.Cl.[NH:16]1[C:24]2[C:19](=[CH:20][CH:21]=[C:22]([C:25]([O:27][CH3:28])=[O:26])[CH:23]=2)[CH2:18][CH2:17]1, predict the reaction product. The product is: [CH3:1][O:2][C:3]1[CH:8]=[C:7]([CH3:9])[C:6]([S:10]([N:16]2[C:24]3[C:19](=[CH:20][CH:21]=[C:22]([C:25]([O:27][CH3:28])=[O:26])[CH:23]=3)[CH2:18][CH2:17]2)(=[O:12])=[O:11])=[C:5]([CH3:14])[CH:4]=1. (9) Given the reactants [CH2:1]([O:3][CH:4]([O:8][CH2:9][CH3:10])[CH:5]1[CH2:7][O:6]1)[CH3:2].[N-:11]=[N+:12]=[N-:13].[Na+], predict the reaction product. The product is: [N:11]([CH2:7][CH:5]([OH:6])[CH:4]([O:8][CH2:9][CH3:10])[O:3][CH2:1][CH3:2])=[N+:12]=[N-:13]. (10) Given the reactants [Br:1][C:2]1[CH:7]=[CH:6][C:5]([C:8]([C:10]2[CH:15]=[CH:14][C:13]([OH:16])=[CH:12][CH:11]=2)=O)=[CH:4][CH:3]=1.[C:17]1(=O)[CH2:23][CH2:22][CH2:21][CH2:20][CH2:19][CH2:18]1, predict the reaction product. The product is: [Br:1][C:2]1[CH:7]=[CH:6][C:5]([C:8](=[C:17]2[CH2:23][CH2:22][CH2:21][CH2:20][CH2:19][CH2:18]2)[C:10]2[CH:15]=[CH:14][C:13]([OH:16])=[CH:12][CH:11]=2)=[CH:4][CH:3]=1.